This data is from Reaction yield outcomes from USPTO patents with 853,638 reactions. The task is: Predict the reaction yield, written as a fraction of the theoretical maximum amount of product (1.0 means a 100% yield; for example, 0.34 means a 34% yield). The catalyst is C(#N)C.C(OCC)(=O)C. The yield is 0.720. The reactants are [NH2:1][C:2]1[C:7]([Br:8])=[N:6][C:5]([Br:9])=[CH:4][N:3]=1.[Cl:10][CH2:11][C:12](O[C:12](=[O:13])[CH2:11][Cl:10])=[O:13]. The product is [Cl:10][CH2:11][C:12]([NH:1][C:2]1[C:7]([Br:8])=[N:6][C:5]([Br:9])=[CH:4][N:3]=1)=[O:13].